Task: Predict the reactants needed to synthesize the given product.. Dataset: Full USPTO retrosynthesis dataset with 1.9M reactions from patents (1976-2016) (1) The reactants are: C(OC(C1C=C(C2C=CC(C[S:19][CH2:20][CH2:21][OH:22])=CC=2)C=CC=1)=O)C.[CH2:23]([O:25][C:26]([C:28]1[CH:33]=[CH:32][C:31]([C:34]2[CH:39]=[CH:38][CH:37]=[C:36]([CH2:40]Br)[CH:35]=2)=[CH:30][CH:29]=1)=[O:27])[CH3:24].SCCO.C(=O)([O-])[O-].[K+].[K+]. Given the product [CH2:23]([O:25][C:26]([C:28]1[CH:33]=[CH:32][C:31]([C:34]2[CH:39]=[CH:38][CH:37]=[C:36]([CH2:40][S:19][CH2:20][CH2:21][OH:22])[CH:35]=2)=[CH:30][CH:29]=1)=[O:27])[CH3:24], predict the reactants needed to synthesize it. (2) Given the product [F:18][C:13]1[CH:14]=[CH:15][CH:16]=[CH:17][C:12]=1[C:3]1[NH:2][C:10]2[C:5]([C:4]=1[CH3:11])=[CH:6][C:7]([C:27]1[CH:28]=[CH:29][C:24]([S:21]([N:20]([CH3:34])[CH3:19])(=[O:23])=[O:22])=[CH:25][C:26]=1[CH3:33])=[CH:8][CH:9]=2, predict the reactants needed to synthesize it. The reactants are: Br[N:2]1[C:10]2[C:5](=[CH:6][CH:7]=[CH:8][CH:9]=2)[C:4]([CH3:11])=[C:3]1[C:12]1[CH:17]=[CH:16][CH:15]=[CH:14][C:13]=1[F:18].[CH3:19][N:20]([CH3:34])[S:21]([C:24]1[CH:29]=[CH:28][C:27](B(O)O)=[C:26]([CH3:33])[CH:25]=1)(=[O:23])=[O:22].C(=O)([O-])[O-].[K+].[K+]. (3) Given the product [CH2:29]([C:26]1[CH:27]=[CH:28][C:23]([C:22]2[C:15]3[C:14]([O:13][C@H:11]([CH3:12])[CH2:10][CH2:9][CH2:8][CH2:7][C:6]([OH:38])=[O:5])=[N:19][CH:18]=[N:17][C:16]=3[O:20][C:21]=2[C:31]2[CH:36]=[CH:35][CH:34]=[CH:33][C:32]=2[F:37])=[CH:24][CH:25]=1)[CH3:30], predict the reactants needed to synthesize it. The reactants are: C([O:5][C:6](=[O:38])[CH2:7][CH2:8][CH2:9][CH2:10][C@H:11]([O:13][C:14]1[C:15]2[C:22]([C:23]3[CH:28]=[CH:27][C:26]([CH2:29][CH3:30])=[CH:25][CH:24]=3)=[C:21]([C:31]3[CH:36]=[CH:35][CH:34]=[CH:33][C:32]=3[F:37])[O:20][C:16]=2[N:17]=[CH:18][N:19]=1)[CH3:12])(C)(C)C.